This data is from Catalyst prediction with 721,799 reactions and 888 catalyst types from USPTO. The task is: Predict which catalyst facilitates the given reaction. (1) Reactant: [F:1][C:2]1[CH:3]=[C:4]([C:8]2[C:17]3[C:12](=[CH:13][CH:14]=[CH:15][CH:16]=3)[CH:11]=[CH:10][N:9]=2)[CH:5]=[CH:6][CH:7]=1.[CH2:18]([Li])CCC.Cl[C:24]([O:26]C)=[O:25]. Product: [F:1][C:2]1[C:3]([CH2:18][C:24]([OH:26])=[O:25])=[C:4]([C:8]2[C:17]3[C:12](=[CH:13][CH:14]=[CH:15][CH:16]=3)[CH:11]=[CH:10][N:9]=2)[CH:5]=[CH:6][CH:7]=1. The catalyst class is: 1. (2) Reactant: C[O:2][C:3](=[O:36])[CH2:4][CH2:5][CH2:6][C:7]#[C:8][C:9]1[CH:14]=[CH:13][C:12]([C:15]([CH2:33][CH3:34])([C:18]2[CH:23]=[CH:22][C:21]([CH2:24][CH2:25][CH:26]([OH:31])[C:27]([CH3:30])([CH3:29])[CH3:28])=[C:20]([CH3:32])[CH:19]=2)[CH2:16][CH3:17])=[CH:11][C:10]=1[CH3:35].[OH-].[Na+].C(OCC)(=O)C. Product: [CH2:16]([C:15]([C:12]1[CH:13]=[CH:14][C:9]([C:8]#[C:7][CH2:6][CH2:5][CH2:4][C:3]([OH:36])=[O:2])=[C:10]([CH3:35])[CH:11]=1)([C:18]1[CH:23]=[CH:22][C:21]([CH2:24][CH2:25][CH:26]([OH:31])[C:27]([CH3:29])([CH3:30])[CH3:28])=[C:20]([CH3:32])[CH:19]=1)[CH2:33][CH3:34])[CH3:17]. The catalyst class is: 5. (3) Reactant: F[B-](F)(F)F.F[B-](F)(F)F.ClC[N+]12CC[N+]([F:21])(CC1)CC2.[Cl:22][C:23]1[CH:24]=[C:25]2[C:30](=[CH:31][N:32]=1)[N:29]=[CH:28][CH:27]=[C:26]2[N:33]1[CH2:38][CH2:37][CH2:36][C@H:35]([NH:39][C:40](=[O:46])[O:41][C:42]([CH3:45])([CH3:44])[CH3:43])[CH2:34]1. Product: [Cl:22][C:23]1[CH:24]=[C:25]2[C:30](=[CH:31][N:32]=1)[N:29]=[CH:28][C:27]([F:21])=[C:26]2[N:33]1[CH2:38][CH2:37][CH2:36][C@H:35]([NH:39][C:40](=[O:46])[O:41][C:42]([CH3:43])([CH3:45])[CH3:44])[CH2:34]1. The catalyst class is: 23. (4) Reactant: [NH2:1][C:2]1[C:11]([C:12]([O-:14])=[O:13])=[CH:10][CH:9]=[C:8]2[C:3]=1[C:4]([C:17]1[CH:22]=[CH:21][CH:20]=[C:19]([NH2:23])[CH:18]=1)=[N:5][C:6]([S:15][CH3:16])=[N:7]2.[OH-].[K+].Cl. Product: [NH2:1][C:2]1[C:11]([C:12]([OH:14])=[O:13])=[CH:10][CH:9]=[C:8]2[C:3]=1[C:4]([C:17]1[CH:22]=[CH:21][CH:20]=[C:19]([NH2:23])[CH:18]=1)=[N:5][C:6]([S:15][CH3:16])=[N:7]2. The catalyst class is: 12. (5) Reactant: [O:1]([C:8]1[CH:13]=[CH:12][CH:11]=[CH:10][C:9]=1[NH:14][C:15](=[O:17])[CH3:16])[C:2]1[CH:7]=[CH:6][CH:5]=[CH:4][CH:3]=1.C(=O)([O-])[O-].[K+].[K+].C(O)(=O)C(C)(C)C.C(=O)([O-])[O-].[Na+].[Na+]. Product: [CH:12]1[C:13]2[C:7]3[CH:6]=[CH:5][CH:4]=[CH:3][C:2]=3[O:1][C:8]=2[C:9]([NH:14][C:15](=[O:17])[CH3:16])=[CH:10][CH:11]=1. The catalyst class is: 167. (6) Reactant: [C:1]([C:5]1[CH:6]=[C:7]2[C:12](=[CH:13][CH:14]=1)[N:11]=C(C#N)[CH:9]=[CH:8]2)([CH3:4])([CH3:3])[CH3:2].[OH-:17].[Na+].Cl.[CH3:20][CH2:21][OH:22]. Product: [C:1]([C:5]1[CH:6]=[C:7]2[C:12](=[CH:13][CH:14]=1)[N:11]=[C:20]([C:21]([OH:17])=[O:22])[CH:9]=[CH:8]2)([CH3:4])([CH3:3])[CH3:2]. The catalyst class is: 6.